From a dataset of Forward reaction prediction with 1.9M reactions from USPTO patents (1976-2016). Predict the product of the given reaction. Given the reactants [ClH:1].[NH:2]1[CH2:7][CH2:6][O:5][CH:4]([C:8]2[CH:13]=[CH:12][C:11]([NH:14][C:15]([C:17]3[CH:34]=[CH:33][C:20]([O:21][CH2:22][C:23]4[CH:32]=[CH:31][C:26]([C:27]([O:29]C)=[O:28])=[CH:25][CH:24]=4)=[CH:19][CH:18]=3)=[O:16])=[CH:10][CH:9]=2)[CH2:3]1.CO.[Li+].[OH-], predict the reaction product. The product is: [ClH:1].[NH:2]1[CH2:7][CH2:6][O:5][CH:4]([C:8]2[CH:13]=[CH:12][C:11]([NH:14][C:15]([C:17]3[CH:34]=[CH:33][C:20]([O:21][CH2:22][C:23]4[CH:32]=[CH:31][C:26]([C:27]([OH:29])=[O:28])=[CH:25][CH:24]=4)=[CH:19][CH:18]=3)=[O:16])=[CH:10][CH:9]=2)[CH2:3]1.